Dataset: Forward reaction prediction with 1.9M reactions from USPTO patents (1976-2016). Task: Predict the product of the given reaction. (1) Given the reactants [CH3:1][S:2]([C:5]1[CH:10]=[CH:9][C:8]([N:11]2[CH:16]=[CH:15][C:14]([O:17][CH:18]3[CH2:23][CH2:22][N:21]([C:24]([O:26][C:27]4[CH:32]=[CH:31][C:30](Br)=[CH:29][C:28]=4[F:34])=[O:25])[CH2:20][CH2:19]3)=[CH:13][C:12]2=[O:35])=[CH:7][CH:6]=1)(=[O:4])=[O:3].CS([C:40]1[CH:45]=CC(N2C=CC(OC3CCN(C(OC4C=CC(Br)=CC=4C)=O)CC3)=CC2=O)=C[CH:41]=1)(=O)=O, predict the reaction product. The product is: [CH3:1][S:2]([C:5]1[CH:10]=[CH:9][C:8]([N:11]2[CH:16]=[CH:15][C:14]([O:17][CH:18]3[CH2:23][CH2:22][N:21]([C:24]([O:26][C:27]4[CH:32]=[CH:31][C:30]([CH2:41][CH2:40][CH3:45])=[CH:29][C:28]=4[F:34])=[O:25])[CH2:20][CH2:19]3)=[CH:13][C:12]2=[O:35])=[CH:7][CH:6]=1)(=[O:4])=[O:3]. (2) Given the reactants Cl.[C:2]([O:5][CH2:6][CH2:7][CH:8]1[CH2:13][CH2:12][NH:11][CH2:10][CH2:9]1)(=O)[CH3:3].C(N(CC)CC)C.[C:21]([O:25][C:26](O[C:26]([O:25][C:21]([CH3:24])([CH3:23])[CH3:22])=[O:27])=[O:27])([CH3:24])([CH3:23])[CH3:22].C([OH:38])C, predict the reaction product. The product is: [CH3:22][C:21]([CH3:24])([O:25][C:26]([N:11]1[CH2:12][CH2:13][CH:8]([CH2:7][C:6]([O:5][CH2:2][CH3:3])=[O:38])[CH2:9][CH2:10]1)=[O:27])[CH3:23]. (3) Given the reactants CO[C:3](=[O:24])[C:4]1[CH:9]=[CH:8][C:7]([O:10][CH2:11][C:12]2[C:13]([CH:18]3[CH2:23][CH2:22][CH2:21][CH2:20][CH2:19]3)=[N:14][O:15][C:16]=2[CH3:17])=[N:6][CH:5]=1.COC(=O)C1C=CC(OC[C:36]2[C:37]([CH:42]3CCCC3)=[N:38]OC=2C)=NC=1, predict the reaction product. The product is: [CH:37]([NH:38][C:3](=[O:24])[C:4]1[CH:9]=[CH:8][C:7]([O:10][CH2:11][C:12]2[C:13]([CH:18]3[CH2:19][CH2:20][CH2:21][CH2:22][CH2:23]3)=[N:14][O:15][C:16]=2[CH3:17])=[N:6][CH:5]=1)([CH3:42])[CH3:36].